This data is from Reaction yield outcomes from USPTO patents with 853,638 reactions. The task is: Predict the reaction yield, written as a fraction of the theoretical maximum amount of product (1.0 means a 100% yield; for example, 0.34 means a 34% yield). The reactants are Br[C:2]1[CH:3]=[C:4]([C:8]2([C:20]3[CH:25]=[CH:24][N:23]=[CH:22][CH:21]=3)[C:12]3=[N:13][CH2:14][C:15]([F:18])([F:17])[CH2:16][N:11]3[C:10]([NH2:19])=[N:9]2)[CH:5]=[CH:6][CH:7]=1.[CH3:26][O:27][C:28]1[CH:29]=[C:30](B(O)O)[CH:31]=[N:32][CH:33]=1.C(=O)([O-])[O-:38].[Cs+].[Cs+]. The catalyst is COCCOC.O.C(O)C.O. The product is [C:28]([OH:27])(=[O:38])[CH3:29].[F:17][C:15]1([F:18])[CH2:16][N:11]2[C:10]([NH2:19])=[N:9][C:8]([C:4]3[CH:5]=[CH:6][CH:7]=[C:2]([C:30]4[CH:31]=[N:32][CH:33]=[C:28]([O:27][CH3:26])[CH:29]=4)[CH:3]=3)([C:20]3[CH:25]=[CH:24][N:23]=[CH:22][CH:21]=3)[C:12]2=[N:13][CH2:14]1. The yield is 0.390.